This data is from Catalyst prediction with 721,799 reactions and 888 catalyst types from USPTO. The task is: Predict which catalyst facilitates the given reaction. (1) Reactant: [NH2:1][CH:2]([C:9]1[CH:14]=[CH:13][CH:12]=[CH:11][CH:10]=1)[C:3]1[CH:8]=[CH:7][CH:6]=[CH:5][CH:4]=1.N1C=CC=CC=1.[F:21][C:22]1[CH:30]=[CH:29][C:25]([C:26](Cl)=[O:27])=[CH:24][CH:23]=1.O. Product: [F:21][C:22]1[CH:30]=[CH:29][C:25]([C:26]([NH:1][CH:2]([C:3]2[CH:8]=[CH:7][CH:6]=[CH:5][CH:4]=2)[C:9]2[CH:14]=[CH:13][CH:12]=[CH:11][CH:10]=2)=[O:27])=[CH:24][CH:23]=1. The catalyst class is: 96. (2) Reactant: [Cl:1][C:2]1[CH:9]=[CH:8][C:5]([CH2:6][Br:7])=[C:4]([F:10])[CH:3]=1.[CH2:11]1[NH:16][C:14](=[S:15])[NH:13][CH2:12]1. Product: [BrH:7].[Cl:1][C:2]1[CH:9]=[CH:8][C:5]([CH2:6][S:15][C:14]2[NH:16][CH2:11][CH2:12][N:13]=2)=[C:4]([F:10])[CH:3]=1. The catalyst class is: 10. (3) Reactant: [CH3:1][C:2]1[CH:3]=[C:4]([CH:7]=[CH:8][C:9]=1[N+:10]([O-:12])=[O:11])[CH2:5]Cl.[I:13][C:14]1[CH:15]=[C:16]([C:19](=[O:24])[C:20]([F:23])([F:22])[F:21])[NH:17][CH:18]=1.C(=O)([O-])[O-].[K+].[K+]. Product: [I:13][C:14]1[CH:15]=[C:16]([C:19](=[O:24])[C:20]([F:21])([F:22])[F:23])[N:17]([CH2:5][C:4]2[CH:7]=[CH:8][C:9]([N+:10]([O-:12])=[O:11])=[C:2]([CH3:1])[CH:3]=2)[CH:18]=1. The catalyst class is: 39.